Dataset: Forward reaction prediction with 1.9M reactions from USPTO patents (1976-2016). Task: Predict the product of the given reaction. (1) Given the reactants [CH3:1][C:2]1([CH3:13])[CH:11]([OH:12])[CH2:10][CH2:9][C:4]2(OCC[O:5]2)[CH2:3]1.Cl.C(OCC)(=O)C, predict the reaction product. The product is: [OH:12][CH:11]1[CH2:10][CH2:9][C:4](=[O:5])[CH2:3][C:2]1([CH3:13])[CH3:1]. (2) Given the reactants [Br:1][C:2]1[C:3]([Br:24])=[CH:4][C:5]2[N:9]3[C:10](=[O:22])[NH:11][CH:12]([CH2:13][C:14]4[CH:19]=[CH:18][C:17]([O:20][CH3:21])=[CH:16][CH:15]=4)[C:8]3=[N:7][C:6]=2[CH:23]=1.[NH2:25][C@H:26]1[CH2:31][CH2:30][C@H:29]([OH:32])[CH2:28][CH2:27]1, predict the reaction product. The product is: [Br:1][C:2]1[C:3]([Br:24])=[CH:4][C:5]2[NH:9][C:8]([CH:12]([NH:11][C:10]([NH:25][C@H:26]3[CH2:31][CH2:30][C@H:29]([OH:32])[CH2:28][CH2:27]3)=[O:22])[CH2:13][C:14]3[CH:19]=[CH:18][C:17]([O:20][CH3:21])=[CH:16][CH:15]=3)=[N:7][C:6]=2[CH:23]=1. (3) Given the reactants [N:1]1[CH:6]=[CH:5][CH:4]=[C:3]([CH2:7][OH:8])[CH:2]=1.C1(P(C2C=CC=CC=2)C2C=CC=CC=2)C=CC=CC=1.CCOC(/N=N/C(OCC)=O)=O.[CH3:40][O:41][C:42]1[C:43]([CH3:70])=[C:44]([C:61]([O:68][CH3:69])=[C:62]([O:66][CH3:67])[C:63]=1[O:64][CH3:65])[CH2:45][C:46]1[CH:47]=[CH:48][C:49](O)=[C:50]([CH:59]=1)[C:51]([N:53]1[CH2:58][CH2:57][CH2:56][CH2:55][CH2:54]1)=[O:52].[OH-].[Na+], predict the reaction product. The product is: [CH3:40][O:41][C:42]1[C:43]([CH3:70])=[C:44]([C:61]([O:68][CH3:69])=[C:62]([O:66][CH3:67])[C:63]=1[O:64][CH3:65])[CH2:45][C:46]1[CH:47]=[CH:48][C:49]([O:8][CH2:7][C:3]2[CH:2]=[N:1][CH:6]=[CH:5][CH:4]=2)=[C:50]([CH:59]=1)[C:51]([N:53]1[CH2:58][CH2:57][CH2:56][CH2:55][CH2:54]1)=[O:52].